This data is from Catalyst prediction with 721,799 reactions and 888 catalyst types from USPTO. The task is: Predict which catalyst facilitates the given reaction. (1) Reactant: [Cl:1][C:2]1[C:7]([O:8][CH3:9])=[CH:6][C:5]([O:10][CH3:11])=[C:4]([Cl:12])[C:3]=1[C:13]1[C:24](=[O:25])[N:23]([CH2:26][CH2:27][NH:28]C(=O)OC(C)(C)C)[C:16]2[N:17]=[C:18]([S:21][CH3:22])[N:19]=[CH:20][C:15]=2[CH:14]=1.C(O)(C(F)(F)F)=O. Product: [NH2:28][CH2:27][CH2:26][N:23]1[C:16]2[N:17]=[C:18]([S:21][CH3:22])[N:19]=[CH:20][C:15]=2[CH:14]=[C:13]([C:3]2[C:2]([Cl:1])=[C:7]([O:8][CH3:9])[CH:6]=[C:5]([O:10][CH3:11])[C:4]=2[Cl:12])[C:24]1=[O:25]. The catalyst class is: 2. (2) Reactant: [F:1][C:2]([F:11])([F:10])[C:3]1[CH:4]=[C:5]([OH:9])[CH:6]=[CH:7][CH:8]=1.[Br:12]Br.O. Product: [Br:12][C:8]1[CH:7]=[CH:6][C:5]([OH:9])=[CH:4][C:3]=1[C:2]([F:10])([F:11])[F:1]. The catalyst class is: 15. (3) Reactant: [CH:1]1[C:10]2[C:5](=[CH:6][C:7]([CH:11]([C:13]3[C:18]([CH3:20])([CH3:19])[CH2:17][CH2:16][C:15]([CH3:22])([CH3:21])[CH:14]=3)[OH:12])=[CH:8][CH:9]=2)[CH:4]=[CH:3][N:2]=1.C(=O)(O)[O-].[Na+].CC(OI1(OC(C)=O)(OC(C)=O)OC(=O)C2C=CC=CC1=2)=O. Product: [CH:1]1[C:10]2[C:5](=[CH:6][C:7]([C:11]([C:13]3[C:18]([CH3:20])([CH3:19])[CH2:17][CH2:16][C:15]([CH3:22])([CH3:21])[CH:14]=3)=[O:12])=[CH:8][CH:9]=2)[CH:4]=[CH:3][N:2]=1. The catalyst class is: 4. (4) Reactant: Cl[C:2]1[N:3]=[N+:4]([O-:12])[C:5]2[CH:11]=[CH:10][CH:9]=[CH:8][C:6]=2[N:7]=1.[Sn](CC)(CC)(CC)[CH2:14][CH3:15]. Product: [CH2:14]([C:2]1[N:3]=[N+:4]([O-:12])[C:5]2[CH:11]=[CH:10][CH:9]=[CH:8][C:6]=2[N:7]=1)[CH3:15]. The catalyst class is: 104. (5) Reactant: [Cl:1][C:2]1[N:10]=[C:9]2[C:5]([N:6]=[C:7]([CH2:12][CH:13]=O)[N:8]2[CH3:11])=[C:4]([N:15]2[CH2:20][CH2:19][O:18][CH2:17][CH2:16]2)[N:3]=1.[CH2:21]1[C:24]2([CH2:29][CH2:28][NH:27][CH2:26][CH2:25]2)[CH2:23][CH:22]1[OH:30].C(O[BH-](OC(=O)C)OC(=O)C)(=O)C.[Na+]. Product: [Cl:1][C:2]1[N:10]=[C:9]2[C:5]([N:6]=[C:7]([CH2:12][CH2:13][N:27]3[CH2:28][CH2:29][C:24]4([CH2:21][CH:22]([OH:30])[CH2:23]4)[CH2:25][CH2:26]3)[N:8]2[CH3:11])=[C:4]([N:15]2[CH2:20][CH2:19][O:18][CH2:17][CH2:16]2)[N:3]=1. The catalyst class is: 26.